This data is from Reaction yield outcomes from USPTO patents with 853,638 reactions. The task is: Predict the reaction yield, written as a fraction of the theoretical maximum amount of product (1.0 means a 100% yield; for example, 0.34 means a 34% yield). (1) The reactants are [CH2:1]([O:4][C:5]1([CH3:52])[CH2:10][CH2:9][N:8]([C:11]2[N:16]3[N:17]=[C:18]([C:20]4[S:21][C:22]([CH2:25][C:26]5[CH:31]=[CH:30][CH:29]=[CH:28][C:27]=5[O:32][Si](C(C)(C)C)(C)C)=[CH:23][N:24]=4)[CH:19]=[C:15]3[N:14]=[C:13]([CH3:40])[C:12]=2[C@H:41]([O:47][C:48]([CH3:51])([CH3:50])[CH3:49])[C:42]([O:44][CH2:45][CH3:46])=[O:43])[CH2:7][CH2:6]1)[CH:2]=[CH2:3].CCCC[N+](CCCC)(CCCC)CCCC.[F-]. The catalyst is C1COCC1. The product is [CH2:1]([O:4][C:5]1([CH3:52])[CH2:10][CH2:9][N:8]([C:11]2[N:16]3[N:17]=[C:18]([C:20]4[S:21][C:22]([CH2:25][C:26]5[CH:31]=[CH:30][CH:29]=[CH:28][C:27]=5[OH:32])=[CH:23][N:24]=4)[CH:19]=[C:15]3[N:14]=[C:13]([CH3:40])[C:12]=2[C@H:41]([O:47][C:48]([CH3:51])([CH3:50])[CH3:49])[C:42]([O:44][CH2:45][CH3:46])=[O:43])[CH2:7][CH2:6]1)[CH:2]=[CH2:3]. The yield is 0.820. (2) The reactants are Cl[C:2]1[N:3]=[C:4]([OH:12])[C:5]2[CH:11]=[CH:10][N:9]=[CH:8][C:6]=2[N:7]=1.[CH3:13][N:14]([C:22]1[CH:27]=[CH:26][CH:25]=[C:24]([CH2:28][N:29]2[CH2:34][CH2:33][N:32]([CH3:35])[CH2:31][CH2:30]2)[CH:23]=1)[C:15]1[CH:20]=[CH:19][C:18]([OH:21])=[CH:17][CH:16]=1. No catalyst specified. The product is [CH3:13][N:14]([C:22]1[CH:27]=[CH:26][CH:25]=[C:24]([CH2:28][N:29]2[CH2:30][CH2:31][N:32]([CH3:35])[CH2:33][CH2:34]2)[CH:23]=1)[C:15]1[CH:16]=[CH:17][C:18]([O:21][C:2]2[N:3]=[C:4]([OH:12])[C:5]3[CH:11]=[CH:10][N:9]=[CH:8][C:6]=3[N:7]=2)=[CH:19][CH:20]=1. The yield is 0.0800. (3) The reactants are [Cl:1][C:2]1[CH:7]=[CH:6][CH:5]=[C:4]([Cl:8])[C:3]=1[CH2:9][S:10]([C:13]1[CH:14]=[C:15]2[C:19](=[CH:20][CH:21]=1)[NH:18][C:17](=[O:22])/[C:16]/2=[CH:23]\[C:24]1[NH:28][C:27]([CH3:29])=[C:26]([CH2:30][C:31]([OH:33])=O)[C:25]=1[CH3:34])(=[O:12])=[O:11].C1C=CC2N(O)N=NC=2C=1.CCN=C=NCCCN(C)C.[CH:56]1([CH2:59][N:60]2[CH2:65][CH2:64][NH:63][CH2:62][CH2:61]2)[CH2:58][CH2:57]1. The catalyst is CN(C=O)C. The product is [CH:56]1([CH2:59][N:60]2[CH2:65][CH2:64][N:63]([C:31](=[O:33])[CH2:30][C:26]3[C:25]([CH3:34])=[C:24](/[CH:23]=[C:16]4\[C:17](=[O:22])[NH:18][C:19]5[C:15]\4=[CH:14][C:13]([S:10]([CH2:9][C:3]4[C:2]([Cl:1])=[CH:7][CH:6]=[CH:5][C:4]=4[Cl:8])(=[O:12])=[O:11])=[CH:21][CH:20]=5)[NH:28][C:27]=3[CH3:29])[CH2:62][CH2:61]2)[CH2:58][CH2:57]1. The yield is 0.940. (4) The reactants are [CH3:1][C:2]1[C:16](=[O:17])[N:15]=[C:14]2[N:4]([C@@H:5]3[O:9][C@H:8]([CH2:10][OH:11])[C@@H:7]([OH:12])[C@@H:6]3[O:13]2)[CH:3]=1.[CH3:18][O:19][CH2:20][CH2:21][O:22]B([O:22][CH2:21][CH2:20][O:19][CH3:18])[O:22][CH2:21][CH2:20][O:19][CH3:18]. The catalyst is COCCO. The product is [CH3:18][O:19][CH2:20][CH2:21][O:22][C@@H:6]1[C@H:7]([OH:12])[C@@H:8]([CH2:10][OH:11])[O:9][C@H:5]1[N:4]1[CH:3]=[C:2]([CH3:1])[C:16](=[O:17])[NH:15][C:14]1=[O:13]. The yield is 0.630.